This data is from Forward reaction prediction with 1.9M reactions from USPTO patents (1976-2016). The task is: Predict the product of the given reaction. The product is: [N:49]1[C:50]([C:58]2[CH:59]=[C:60]([NH:64][C:22]([C:17]3[C:18](=[O:21])[O:19][C:20]4[C:15]([CH:16]=3)=[CH:14][CH:13]=[CH:12][C:11]=4[OH:10])=[O:24])[CH:61]=[CH:62][CH:63]=2)=[CH:51][N:52]2[CH:57]=[CH:56][CH:55]=[CH:54][C:53]=12. Given the reactants CCN(C(C)C)C(C)C.[OH:10][C:11]1[CH:12]=[CH:13][CH:14]=[C:15]2[C:20]=1[O:19][C:18](=[O:21])[C:17]([C:22]([OH:24])=O)=[CH:16]2.CN(C(ON1N=NC2C=CC=NC1=2)=[N+](C)C)C.F[P-](F)(F)(F)(F)F.[N:49]1[C:50]([C:58]2[CH:59]=[C:60]([NH2:64])[CH:61]=[CH:62][CH:63]=2)=[CH:51][N:52]2[CH:57]=[CH:56][CH:55]=[CH:54][C:53]=12, predict the reaction product.